This data is from Reaction yield outcomes from USPTO patents with 853,638 reactions. The task is: Predict the reaction yield, written as a fraction of the theoretical maximum amount of product (1.0 means a 100% yield; for example, 0.34 means a 34% yield). (1) The reactants are Cl[C:2]([O:4][CH2:5][Cl:6])=[O:3].S(C1C=CC(C)=CC=1)(O)(=O)=O.[CH2:18]([O:25][C:26](=[O:30])[CH2:27][CH2:28][NH2:29])[C:19]1[CH:24]=[CH:23][CH:22]=[CH:21][CH:20]=1.CCN(CC)CC. The catalyst is C(Cl)Cl. The product is [CH2:18]([O:25][C:26](=[O:30])[CH2:27][CH2:28][NH:29][C:2]([O:4][CH2:5][Cl:6])=[O:3])[C:19]1[CH:24]=[CH:23][CH:22]=[CH:21][CH:20]=1. The yield is 0.950. (2) The reactants are [NH2:1][C:2]1[CH:7]=[CH:6][C:5]([NH:8][C:9]2[C:13]([C:14]([NH2:16])=[O:15])=[C:12]([NH:17][CH2:18][C:19]3[CH:24]=[CH:23][C:22]([OH:25])=[CH:21][CH:20]=3)[NH:11][N:10]=2)=[CH:4][CH:3]=1.[C:26](O)(=[O:35])[C:27]1[C:28]([O:33][CH3:34])=[CH:29][CH:30]=[CH:31][CH:32]=1. The catalyst is CN(C=O)C. The product is [OH:25][C:22]1[CH:23]=[CH:24][C:19]([CH2:18][NH:17][C:12]2[NH:11][N:10]=[C:9]([NH:8][C:5]3[CH:4]=[CH:3][C:2]([NH:1][C:26](=[O:35])[C:27]4[CH:32]=[CH:31][CH:30]=[CH:29][C:28]=4[O:33][CH3:34])=[CH:7][CH:6]=3)[C:13]=2[C:14]([NH2:16])=[O:15])=[CH:20][CH:21]=1. The yield is 0.120. (3) The reactants are C[O:2][C:3]([C@H:5]1[CH2:10][CH2:9][C@H:8]([O:11][C:12]2[CH:13]=[N:14][CH:15]=[CH:16][CH:17]=2)[CH2:7][CH2:6]1)=O.O.[NH2:19][NH2:20]. The catalyst is C(O)CCC. The product is [N:14]1[CH:15]=[CH:16][CH:17]=[C:12]([O:11][C@H:8]2[CH2:9][CH2:10][C@H:5]([C:3]([NH:19][NH2:20])=[O:2])[CH2:6][CH2:7]2)[CH:13]=1. The yield is 0.430.